The task is: Predict the product of the given reaction.. This data is from Forward reaction prediction with 1.9M reactions from USPTO patents (1976-2016). Given the reactants [CH3:1][O:2][C:3]1[C:19]([O:20][CH3:21])=[C:18]([O:22][CH3:23])[CH:17]=[C:16]([CH3:24])[C:4]=1[C:5]([C:7]1[C:12]([O:13][CH3:14])=[CH:11][N:10]=[CH:9][C:8]=1[Cl:15])=[O:6].ClC1C=CC=C(C(OO)=[O:33])C=1.[OH-].[Na+], predict the reaction product. The product is: [CH3:1][O:2][C:3]1[C:19]([O:20][CH3:21])=[C:18]([O:22][CH3:23])[CH:17]=[C:16]([CH3:24])[C:4]=1[C:5]([C:7]1[C:12]([O:13][CH3:14])=[CH:11][N+:10]([O-:33])=[CH:9][C:8]=1[Cl:15])=[O:6].